This data is from Forward reaction prediction with 1.9M reactions from USPTO patents (1976-2016). The task is: Predict the product of the given reaction. (1) Given the reactants [S:1]1[C:10]2[C:9]3[CH:11]=[C:12]([C:15]#[N:16])[CH:13]=[CH:14][C:8]=3[O:7][CH2:6][CH2:5][C:4]=2[CH:3]=[CH:2]1.[Br:17]N1C(=O)CCC1=O.O, predict the reaction product. The product is: [Br:17][C:2]1[S:1][C:10]2[C:9]3[CH:11]=[C:12]([C:15]#[N:16])[CH:13]=[CH:14][C:8]=3[O:7][CH2:6][CH2:5][C:4]=2[CH:3]=1. (2) Given the reactants [CH2:1]([NH:5][C:6]1([NH:23][CH2:24][CH2:25][CH2:26][CH3:27])[CH:11]=[CH:10][C:9]([CH:12]=[CH:13][C:14]2[CH:19]=[CH:18][C:17]([N+:20]([O-])=O)=[CH:16][CH:15]=2)=[CH:8][CH2:7]1)[CH2:2][CH2:3][CH3:4], predict the reaction product. The product is: [CH2:24]([NH:23][C:6]1([NH:5][CH2:1][CH2:2][CH2:3][CH3:4])[CH:7]=[CH:8][C:9]([CH2:12][CH2:13][C:14]2[CH:19]=[CH:18][C:17]([NH2:20])=[CH:16][CH:15]=2)=[CH:10][CH2:11]1)[CH2:25][CH2:26][CH3:27]. (3) Given the reactants [C:1]([C:4]1[CH:5]=[C:6](C=C(C(=O)N(C)CCC)C=1)[C:7]([OH:9])=O)(=[O:3])[CH3:2].CN(C(ON1N=N[C:30]2[CH:31]=[CH:32][CH:33]=N[C:29]1=2)=[N+](C)C)C.F[P-](F)(F)(F)(F)F.CC[N:46]([CH:50]([CH3:52])[CH3:51])[CH:47]([CH3:49])C.[CH3:53][O:54][C:55]1[CH:56]=[C:57]([CH:81]=[CH:82][CH:83]=1)[CH2:58][N:59]([CH2:67][C@@H:68]([OH:80])[C@@H:69]([NH2:79])[CH2:70][C:71]1[CH:76]=[C:75]([F:77])[CH:74]=[C:73]([F:78])[CH:72]=1)[C:60](=[O:66])[O:61][C:62]([CH3:65])([CH3:64])[CH3:63].CN(C=[O:88])C, predict the reaction product. The product is: [CH3:53][O:54][C:55]1[CH:56]=[C:57]([CH:81]=[CH:82][CH:83]=1)[CH2:58][N:59]([CH2:67][C@@H:68]([OH:80])[C@@H:69]([NH:79][C:7](=[O:9])[C:6]1[CH:51]=[C:50]([NH:46][C:47](=[O:88])[C:49]2[CH:33]=[CH:32][CH:31]=[CH:30][CH:29]=2)[CH:52]=[C:4]([C:1](=[O:3])[CH3:2])[CH:5]=1)[CH2:70][C:71]1[CH:72]=[C:73]([F:78])[CH:74]=[C:75]([F:77])[CH:76]=1)[C:60](=[O:66])[O:61][C:62]([CH3:65])([CH3:63])[CH3:64]. (4) Given the reactants [CH:1](=O)[CH3:2].[N+:4]([C:7]1[CH:12]=[CH:11][C:10]([N:13]2[CH2:21][CH2:20][C:15]3([NH:19][CH2:18][CH2:17][CH2:16]3)[CH2:14]2)=[CH:9][C:8]=1[O:22][CH:23]([CH3:25])[CH3:24])([O-:6])=[O:5].C(O[BH-](OC(=O)C)OC(=O)C)(=O)C.[Na+], predict the reaction product. The product is: [CH2:1]([N:19]1[C:15]2([CH2:20][CH2:21][N:13]([C:10]3[CH:11]=[CH:12][C:7]([N+:4]([O-:6])=[O:5])=[C:8]([O:22][CH:23]([CH3:25])[CH3:24])[CH:9]=3)[CH2:14]2)[CH2:16][CH2:17][CH2:18]1)[CH3:2].